Predict the reactants needed to synthesize the given product. From a dataset of Full USPTO retrosynthesis dataset with 1.9M reactions from patents (1976-2016). Given the product [Br:12][C:13]1[CH:18]=[CH:17][C:16]([C:19]2[N:1]([C@@H:4]3[CH2:8][CH2:7][C@H:6]([C:9]([OH:11])=[O:10])[CH2:5]3)[N:2]=[N:3][CH:20]=2)=[CH:15][CH:14]=1, predict the reactants needed to synthesize it. The reactants are: [N:1]([C@@H:4]1[CH2:8][CH2:7][C@H:6]([C:9]([OH:11])=[O:10])[CH2:5]1)=[N+:2]=[N-:3].[Br:12][C:13]1[CH:18]=[CH:17][C:16]([C:19]#[CH:20])=[CH:15][CH:14]=1.[Cl-].[Na+].